Task: Predict the reactants needed to synthesize the given product.. Dataset: Full USPTO retrosynthesis dataset with 1.9M reactions from patents (1976-2016) (1) Given the product [O:21]=[C:16]1[CH:17]2[CH2:20][CH:14]([CH:19]=[CH:18]2)[N:15]1[C:2]1[CH:9]=[CH:8][C:5]([C:6]#[N:7])=[C:4]([C:10]([F:13])([F:12])[F:11])[CH:3]=1, predict the reactants needed to synthesize it. The reactants are: I[C:2]1[CH:9]=[CH:8][C:5]([C:6]#[N:7])=[C:4]([C:10]([F:13])([F:12])[F:11])[CH:3]=1.[CH:14]12[CH2:20][CH:17]([CH:18]=[CH:19]1)[C:16](=[O:21])[NH:15]2.CNCCNC.P([O-])([O-])([O-])=O.[K+].[K+].[K+]. (2) Given the product [CH2:35]([O:34][C:32]([N:29]1[CH2:30][CH2:31][CH:26]([CH2:25][N:9]2[C:10]3[C:6](=[CH:5][CH:4]=[C:3]([C:1]#[N:2])[CH:11]=3)[CH:7]=[CH:8]2)[CH2:27][CH2:28]1)=[O:33])[C:36]1[CH:37]=[CH:38][CH:39]=[CH:40][CH:41]=1, predict the reactants needed to synthesize it. The reactants are: [C:1]([C:3]1[CH:11]=[C:10]2[C:6]([CH:7]=[CH:8][NH:9]2)=[CH:5][CH:4]=1)#[N:2].[H-].[Na+].S(O[CH2:25][CH:26]1[CH2:31][CH2:30][N:29]([C:32]([O:34][CH2:35][C:36]2[CH:41]=[CH:40][CH:39]=[CH:38][CH:37]=2)=[O:33])[CH2:28][CH2:27]1)(C1C=CC(C)=CC=1)(=O)=O. (3) Given the product [CH3:23][C:18]1[C:17]([CH:14]([C:12]2[O:13][C:9]3[CH:8]=[CH:7][C:6]([CH2:2][C:3]([OH:5])=[O:4])=[CH:24][C:10]=3[CH:11]=2)[CH2:15][OH:16])=[C:21]([CH3:22])[O:20][N:19]=1, predict the reactants needed to synthesize it. The reactants are: C[CH:2]([C:6]1[CH:7]=[CH:8][C:9]2[O:13][C:12]([CH:14]([C:17]3[C:18]([CH3:23])=[N:19][O:20][C:21]=3[CH3:22])[CH2:15][OH:16])=[CH:11][C:10]=2[CH:24]=1)[C:3]([OH:5])=[O:4].C(OCC#N)(C)C. (4) Given the product [F:1][C:2]1[CH:3]=[CH:4][C:5]([C:21](=[O:30])[C:22]2[CH:27]=[CH:26][CH:25]=[CH:24][C:23]=2[O:28][CH3:29])=[C:6]([NH:8][C:9](=[O:20])[NH:10][C:11]2[S:12][CH:13]=[C:14]([CH2:16][C:17]([NH:35][CH2:34][CH2:33][O:31][CH3:32])=[O:18])[N:15]=2)[CH:7]=1, predict the reactants needed to synthesize it. The reactants are: [F:1][C:2]1[CH:3]=[CH:4][C:5]([C:21](=[O:30])[C:22]2[CH:27]=[CH:26][CH:25]=[CH:24][C:23]=2[O:28][CH3:29])=[C:6]([NH:8][C:9](=[O:20])[NH:10][C:11]2[S:12][CH:13]=[C:14]([CH2:16][C:17](O)=[O:18])[N:15]=2)[CH:7]=1.[O:31]([CH2:33][CH2:34][NH2:35])[CH3:32]. (5) The reactants are: [Cl:1][C:2]1[N:3]=[C:4]2[C:9](=[CH:10][CH:11]=1)[N:8]=[CH:7][C:6]([S:12]([CH3:15])(=[O:14])=[O:13])=[C:5]2[NH:16][C@H:17]1[CH2:22][CH2:21][C@H:20]([CH2:23][N:24]([CH3:26])[CH3:25])[CH2:19][CH2:18]1.[Cl:27][C:28]1[CH:33]=[C:32](B2OC(C)(C)C(C)(C)O2)[CH:31]=[C:30]([F:43])[C:29]=1[OH:44].C1(N)C(F)=C(F)C(F)=C(N)C=1F.Cl.Cl. Given the product [ClH:1].[ClH:27].[Cl:27][C:28]1[CH:33]=[C:32]([C:2]2[N:3]=[C:4]3[C:9](=[CH:10][CH:11]=2)[N:8]=[CH:7][C:6]([S:12]([CH3:15])(=[O:13])=[O:14])=[C:5]3[NH:16][C@H:17]2[CH2:22][CH2:21][C@H:20]([CH2:23][N:24]([CH3:25])[CH3:26])[CH2:19][CH2:18]2)[CH:31]=[C:30]([F:43])[C:29]=1[OH:44], predict the reactants needed to synthesize it. (6) Given the product [Br:20][C:2]1[C:7]2=[CH:8][N:9]([C:11]3[C:16]([F:17])=[CH:15][CH:14]=[CH:13][C:12]=3[Cl:18])[N:10]=[C:6]2[C:5]([F:19])=[CH:4][N:3]=1, predict the reactants needed to synthesize it. The reactants are: Cl[C:2]1[C:7]2=[CH:8][N:9]([C:11]3[C:16]([F:17])=[CH:15][CH:14]=[CH:13][C:12]=3[Cl:18])[N:10]=[C:6]2[C:5]([F:19])=[CH:4][N:3]=1.[Br:20][Si](C)(C)C.